Dataset: Forward reaction prediction with 1.9M reactions from USPTO patents (1976-2016). Task: Predict the product of the given reaction. (1) Given the reactants I[C:2]1[CH:3]=[N:4][N:5]2[CH:10]=[CH:9][C:8]([C:11]3[CH:16]=[CH:15][C:14]([C:17]([F:20])([F:19])[F:18])=[CH:13][CH:12]=3)=[N:7][C:6]=12.[C:21]([C:23]1[CH:24]=[CH:25][C:26]([NH2:29])=[N:27][CH:28]=1)#[CH:22], predict the reaction product. The product is: [F:18][C:17]([F:20])([F:19])[C:14]1[CH:15]=[CH:16][C:11]([C:8]2[CH:9]=[CH:10][N:5]3[N:4]=[CH:3][C:2]([C:22]#[C:21][C:23]4[CH:24]=[CH:25][C:26]([NH2:29])=[N:27][CH:28]=4)=[C:6]3[N:7]=2)=[CH:12][CH:13]=1. (2) The product is: [F:1][C:2]1[CH:3]=[C:4]([C:8]2[CH2:9][CH2:10][C:11]([C:20]([OH:22])=[O:21])([C:14]3[CH:19]=[CH:18][CH:17]=[CH:16][CH:15]=3)[CH2:12][CH:13]=2)[CH:5]=[N:6][CH:7]=1. Given the reactants [F:1][C:2]1[CH:3]=[C:4]([C:8]2[CH2:9][CH2:10][C:11]([C:20]([O:22]C)=[O:21])([C:14]3[CH:19]=[CH:18][CH:17]=[CH:16][CH:15]=3)[CH2:12][CH:13]=2)[CH:5]=[N:6][CH:7]=1.[OH-].[Na+], predict the reaction product. (3) The product is: [Br:24][CH2:16][C:5]1[CH:4]=[C:3]([O:2][CH3:1])[C:12]([N+:13]([O-:15])=[O:14])=[CH:11][C:6]=1[C:7]([O:9][CH3:10])=[O:8]. Given the reactants [CH3:1][O:2][C:3]1[C:12]([N+:13]([O-:15])=[O:14])=[CH:11][C:6]([C:7]([O:9][CH3:10])=[O:8])=[C:5]([CH3:16])[CH:4]=1.C1C(=O)N([Br:24])C(=O)C1.CC(N=NC(C#N)(C)C)(C#N)C.C(Cl)Cl, predict the reaction product. (4) Given the reactants [OH:1][CH:2]([C:7]1[N:12]([CH3:13])[C:11](=[O:14])[C:10]2[N:15](CC3C=CC(OC)=CC=3)[CH:16]=[CH:17][C:9]=2[C:8]=1[C:27]1[C:28]([CH3:37])=[C:29]2[C:34](=[CH:35][CH:36]=1)[O:33][CH2:32][CH2:31][CH2:30]2)[C:3]([O:5][CH3:6])=[O:4].OS(O)(=O)=O.C1(OC)C=CC=CC=1.CO.C(Cl)Cl, predict the reaction product. The product is: [OH:1][CH:2]([C:7]1[N:12]([CH3:13])[C:11](=[O:14])[C:10]2[NH:15][CH:16]=[CH:17][C:9]=2[C:8]=1[C:27]1[C:28]([CH3:37])=[C:29]2[C:34](=[CH:35][CH:36]=1)[O:33][CH2:32][CH2:31][CH2:30]2)[C:3]([O:5][CH3:6])=[O:4].